Dataset: Full USPTO retrosynthesis dataset with 1.9M reactions from patents (1976-2016). Task: Predict the reactants needed to synthesize the given product. (1) Given the product [CH3:1][O:2][C:3](=[O:15])[C:4]1[CH:9]=[CH:8][C:7]([CH2:10][CH2:11][CH2:12][CH2:13][OH:14])=[CH:6][CH:5]=1, predict the reactants needed to synthesize it. The reactants are: [CH3:1][O:2][C:3](=[O:15])[C:4]1[CH:9]=[CH:8][C:7]([C:10]#[C:11][CH2:12][CH2:13][OH:14])=[CH:6][CH:5]=1. (2) Given the product [I:1][C:2]1[CH:7]=[CH:6][CH:5]=[C:4]([N+:8]([O-:10])=[O:9])[C:3]=1[CH2:11][C:12]([OH:16])=[O:17], predict the reactants needed to synthesize it. The reactants are: [I:1][C:2]1[CH:7]=[CH:6][CH:5]=[C:4]([N+:8]([O-:10])=[O:9])[C:3]=1[CH2:11][C:12](=[O:16])C(O)=O.[OH2:17].OO. (3) Given the product [CH2:1]([NH:3][C:4]1[CH:5]=[C:6]([CH:15]=[CH:16][C:17]=1[NH2:18])[CH:7]=[C:8]1[S:12][C:11](=[O:13])[NH:10][C:9]1=[O:14])[CH3:2], predict the reactants needed to synthesize it. The reactants are: [CH2:1]([NH:3][C:4]1[CH:5]=[C:6]([CH:15]=[CH:16][C:17]=1[N+:18]([O-])=O)[CH:7]=[C:8]1[S:12][C:11](=[O:13])[NH:10][C:9]1=[O:14])[CH3:2].S(S([O-])=O)([O-])=O.[Na+].[Na+].C([O-])([O-])=O.[K+].[K+]. (4) Given the product [Cl:1][C:2]1[CH:7]=[C:6]([Cl:8])[CH:5]=[CH:4][C:3]=1[C:9]1[N:10]=[C:11]([CH2:16][C:17]2[CH:18]=[CH:19][C:20]([C:23]3[CH:24]=[CH:25][C:26]([O:29][C:30]4[CH:31]=[CH:32][C:33]([N:39]([S:40]([CH3:43])(=[O:42])=[O:41])[CH3:45])=[C:34]([CH:38]=4)[C:35]([OH:37])=[O:36])=[CH:27][CH:28]=3)=[CH:21][CH:22]=2)[N:12]([CH2:14][CH3:15])[CH:13]=1, predict the reactants needed to synthesize it. The reactants are: [Cl:1][C:2]1[CH:7]=[C:6]([Cl:8])[CH:5]=[CH:4][C:3]=1[C:9]1[N:10]=[C:11]([CH2:16][C:17]2[CH:22]=[CH:21][C:20]([C:23]3[CH:28]=[CH:27][C:26]([O:29][C:30]4[CH:31]=[CH:32][C:33]([NH:39][S:40]([CH3:43])(=[O:42])=[O:41])=[C:34]([CH:38]=4)[C:35]([OH:37])=[O:36])=[CH:25][CH:24]=3)=[CH:19][CH:18]=2)[N:12]([CH2:14][CH3:15])[CH:13]=1.I[CH3:45]. (5) Given the product [CH2:1]([O:8][C:9]([N:11]1[CH2:16][CH2:15][CH:14]([CH:17]([NH2:32])[C:18]2[CH:23]=[CH:22][C:21]([Cl:24])=[CH:20][CH:19]=2)[CH2:13][CH2:12]1)=[O:10])[C:2]1[CH:7]=[CH:6][CH:5]=[CH:4][CH:3]=1, predict the reactants needed to synthesize it. The reactants are: [CH2:1]([O:8][C:9]([N:11]1[CH2:16][CH2:15][CH:14]([C:17](=O)[C:18]2[CH:23]=[CH:22][C:21]([Cl:24])=[CH:20][CH:19]=2)[CH2:13][CH2:12]1)=[O:10])[C:2]1[CH:7]=[CH:6][CH:5]=[CH:4][CH:3]=1.C([O-])(=O)C.[NH4+].C([BH3-])#[N:32].[Na+]. (6) Given the product [Br:20][C:5]1[C:6]([NH:9][C@@H:10]2[C@@H:15]3[CH2:16][C@@H:12]([CH:13]=[CH:14]3)[C@@H:11]2[C:17]([NH2:19])=[O:18])=[C:7]2[N:8]=[C:27]([C:25]3[O:26][C:22]([CH3:21])=[CH:23][CH:24]=3)[NH:1][C:2]2=[N:3][CH:4]=1, predict the reactants needed to synthesize it. The reactants are: [NH2:1][C:2]1[C:7]([NH2:8])=[C:6]([NH:9][C@@H:10]2[C@@H:15]3[CH2:16][C@@H:12]([CH:13]=[CH:14]3)[C@@H:11]2[C:17]([NH2:19])=[O:18])[C:5]([Br:20])=[CH:4][N:3]=1.[CH3:21][C:22]1[O:26][C:25]([CH:27]=O)=[CH:24][CH:23]=1. (7) Given the product [O:24]=[C:17]([C:18]1[CH:19]=[N:20][CH:21]=[CH:22][CH:23]=1)[CH:16]=[CH:15][C:12]1[CH:11]=[CH:10][C:9]([CH:8]=[CH:7][C:6]([OH:25])=[O:5])=[CH:14][CH:13]=1, predict the reactants needed to synthesize it. The reactants are: C([O:5][C:6](=[O:25])[CH:7]=[CH:8][C:9]1[CH:14]=[CH:13][C:12]([CH:15]=[CH:16][C:17](=[O:24])[C:18]2[CH:19]=[N:20][CH:21]=[CH:22][CH:23]=2)=[CH:11][CH:10]=1)(C)(C)C.